From a dataset of Full USPTO retrosynthesis dataset with 1.9M reactions from patents (1976-2016). Predict the reactants needed to synthesize the given product. (1) Given the product [NH2:1][C:2]1[C:7]([C:8]#[N:9])=[C:6]([C:10]2[CH:15]=[CH:14][C:13]([O:16][CH2:17][C@@H:18]3[CH2:22][O:21][C:20]([CH3:23])([CH3:24])[O:19]3)=[CH:12][CH:11]=2)[C:5]([C:25]#[N:26])=[C:4]([S:27][CH2:29][C:30]2[N:31]=[C:32]([C:35]3[CH:40]=[CH:39][C:38]([Cl:41])=[CH:37][CH:36]=3)[O:33][CH:34]=2)[N:3]=1, predict the reactants needed to synthesize it. The reactants are: [NH2:1][C:2]1[C:7]([C:8]#[N:9])=[C:6]([C:10]2[CH:15]=[CH:14][C:13]([O:16][CH2:17][C@@H:18]3[CH2:22][O:21][C:20]([CH3:24])([CH3:23])[O:19]3)=[CH:12][CH:11]=2)[C:5]([C:25]#[N:26])=[C:4]([SH:27])[N:3]=1.Cl[CH2:29][C:30]1[N:31]=[C:32]([C:35]2[CH:40]=[CH:39][C:38]([Cl:41])=[CH:37][CH:36]=2)[O:33][CH:34]=1.C(=O)(O)[O-].[Na+]. (2) Given the product [NH:15]([S:12]([C:8]1[CH:7]=[CH:6][C:5]([O:22][CH3:23])=[C:4]2[C:9]=1[CH2:10][CH2:11][C@H:2]([NH:1][C:32](=[O:33])[O:34][CH2:35][CH3:36])[CH2:3]2)(=[O:13])=[O:14])[C:16]1[CH:17]=[CH:18][CH:19]=[CH:20][CH:21]=1, predict the reactants needed to synthesize it. The reactants are: [NH2:1][C@H:2]1[CH2:11][CH2:10][C:9]2[C:8]([S:12]([NH:15][C:16]3[CH:21]=[CH:20][CH:19]=[CH:18][CH:17]=3)(=[O:14])=[O:13])=[CH:7][CH:6]=[C:5]([O:22][CH3:23])[C:4]=2[CH2:3]1.C(N(CC)CC)C.Cl[C:32]([O:34][CH2:35][CH3:36])=[O:33]. (3) Given the product [CH3:14][O:15][C:16]([C:18]1[C:27]2[CH2:26][CH2:25][CH2:24][CH2:23][C:22]=2[CH:21]=[CH:20][C:19]=1[N:49]=[C:36]([C:37]1[CH:42]=[CH:41][CH:40]=[CH:39][CH:38]=1)[C:43]1[CH:48]=[CH:47][CH:46]=[CH:45][CH:44]=1)=[O:17], predict the reactants needed to synthesize it. The reactants are: C(=O)([O-])[O-].[Cs+].[Cs+].C(N(CC)CC)C.[CH3:14][O:15][C:16]([C:18]1[C:27]2[CH2:26][CH2:25][CH2:24][CH2:23][C:22]=2[CH:21]=[CH:20][C:19]=1OS(C(F)(F)F)(=O)=O)=[O:17].[C:36](=[NH:49])([C:43]1[CH:48]=[CH:47][CH:46]=[CH:45][CH:44]=1)[C:37]1[CH:42]=[CH:41][CH:40]=[CH:39][CH:38]=1. (4) Given the product [NH2:4][C:5]1[CH:10]=[CH:9][C:8]([CH2:11][C:12]([O:14][CH2:15][CH3:16])=[O:13])=[CH:7][C:6]=1[N+:17]([O-:19])=[O:18], predict the reactants needed to synthesize it. The reactants are: C([NH:4][C:5]1[CH:10]=[CH:9][C:8]([CH2:11][C:12]([O:14][CH2:15][CH3:16])=[O:13])=[CH:7][C:6]=1[N+:17]([O-:19])=[O:18])(=O)C. (5) Given the product [CH3:1][O:2][C:3]([CH:5]1[CH2:10][N:9]([S:53]([C:51]2[S:50][C:49]3[CH:57]=[C:45]([Cl:44])[CH:46]=[CH:47][C:48]=3[CH:52]=2)(=[O:55])=[O:54])[CH2:8][C:7](=[O:11])[N:6]1[CH2:12][C:13]1[CH:18]=[CH:17][C:16]([C:19]#[N:20])=[C:15]([N:21]=[C:22]([C:23]2[CH:24]=[CH:25][CH:26]=[CH:27][CH:28]=2)[C:29]2[CH:34]=[CH:33][CH:32]=[CH:31][CH:30]=2)[CH:14]=1)=[O:4], predict the reactants needed to synthesize it. The reactants are: [CH3:1][O:2][C:3]([CH:5]1[CH2:10][NH:9][CH2:8][C:7](=[O:11])[N:6]1[CH2:12][C:13]1[CH:18]=[CH:17][C:16]([C:19]#[N:20])=[C:15]([N:21]=[C:22]([C:29]2[CH:34]=[CH:33][CH:32]=[CH:31][CH:30]=2)[C:23]2[CH:28]=[CH:27][CH:26]=[CH:25][CH:24]=2)[CH:14]=1)=[O:4].CCN(C(C)C)C(C)C.[Cl:44][C:45]1[CH:46]=[CH:47][C:48]2[CH:52]=[C:51]([S:53](Cl)(=[O:55])=[O:54])[S:50][C:49]=2[CH:57]=1. (6) Given the product [CH2:1]([O:3][C:4]([C:6]1[CH:14]=[C:13]2[C:9]([CH:10]=[CH:11][N:12]2[C:15]([O:17][C:18]([CH3:21])([CH3:20])[CH3:19])=[O:16])=[C:8]([CH:22]=[O:24])[CH:7]=1)=[O:5])[CH3:2], predict the reactants needed to synthesize it. The reactants are: [CH2:1]([O:3][C:4]([C:6]1[CH:14]=[C:13]2[C:9]([CH:10]=[CH:11][N:12]2[C:15]([O:17][C:18]([CH3:21])([CH3:20])[CH3:19])=[O:16])=[C:8]([CH3:22])[CH:7]=1)=[O:5])[CH3:2].[Mn]([O-])(=O)(=O)=[O:24].[K+]. (7) Given the product [C:16]([C:15]1[CH:18]=[CH:19][C:20]([F:21])=[C:13]([N:12]([CH2:11][C:9]2[CH:8]=[CH:7][C:6]3[O:1][CH2:2][CH2:3][O:4][C:5]=3[CH:10]=2)[C:22](=[O:25])[CH2:23][CH3:24])[CH:14]=1)#[N:17], predict the reactants needed to synthesize it. The reactants are: [O:1]1[C:6]2[CH:7]=[CH:8][C:9]([CH2:11][NH:12][C:13]3[CH:14]=[C:15]([CH:18]=[CH:19][C:20]=3[F:21])[C:16]#[N:17])=[CH:10][C:5]=2[O:4][CH2:3][CH2:2]1.[C:22](Cl)(=[O:25])[CH2:23][CH3:24]. (8) Given the product [C:5]([O-:10])(=[O:9])[CH:6]([CH3:8])[OH:7].[Al+3:2].[C:5]([O-:10])(=[O:9])[CH:6]([CH3:8])[OH:7].[C:5]([O-:10])(=[O:9])[CH:6]([CH3:8])[OH:7], predict the reactants needed to synthesize it. The reactants are: [OH-].[Al+3:2].[OH-].[OH-].[C:5]([OH:10])(=[O:9])[CH:6]([CH3:8])[OH:7].